The task is: Predict the reaction yield, written as a fraction of the theoretical maximum amount of product (1.0 means a 100% yield; for example, 0.34 means a 34% yield).. This data is from Reaction yield outcomes from USPTO patents with 853,638 reactions. (1) The reactants are Br[C:2]1[CH:7]=[CH:6][C:5]([C:8]2[CH:13]=[CH:12][C:11]([C:14]([F:17])([F:16])[F:15])=[CH:10][CH:9]=2)=[CH:4][CH:3]=1.[Li]CCCC.CCCCCC.[O:29]1[CH2:34][CH2:33][CH:32]([CH:35]=[O:36])[CH2:31][CH2:30]1. The catalyst is C1COCC1. The product is [O:29]1[CH2:34][CH2:33][CH:32]([CH:35]([C:2]2[CH:7]=[CH:6][C:5]([C:8]3[CH:13]=[CH:12][C:11]([C:14]([F:17])([F:16])[F:15])=[CH:10][CH:9]=3)=[CH:4][CH:3]=2)[OH:36])[CH2:31][CH2:30]1. The yield is 0.550. (2) The reactants are [NH2:1][C:2]1[C:7](I)=[C:6]([Cl:9])[N:5]=[C:4]([C:10]([O:12][CH3:13])=[O:11])[C:3]=1[Cl:14].[CH3:15][Sn](C)(C)C. The catalyst is ClCCCl.Cl[Pd](Cl)([P](C1C=CC=CC=1)(C1C=CC=CC=1)C1C=CC=CC=1)[P](C1C=CC=CC=1)(C1C=CC=CC=1)C1C=CC=CC=1. The product is [NH2:1][C:2]1[C:7]([CH3:15])=[C:6]([Cl:9])[N:5]=[C:4]([C:10]([O:12][CH3:13])=[O:11])[C:3]=1[Cl:14]. The yield is 0.830.